Task: Predict the product of the given reaction.. Dataset: Forward reaction prediction with 1.9M reactions from USPTO patents (1976-2016) Given the reactants C1(N[C:7]2[C:12]([CH3:13])=[C:11]([CH3:14])[N:10]=[C:9]([NH:15][CH2:16][C:17]3[CH:22]=[CH:21][CH:20]=[CH:19][N:18]=3)[N:8]=2)CCCC1.[F:23][C:24]([F:33])([F:32])[C:25]1[CH:26]=[C:27]([NH2:31])[CH:28]=[CH:29][CH:30]=1, predict the reaction product. The product is: [CH3:13][C:12]1[C:7]([NH:31][C:27]2[CH:28]=[CH:29][CH:30]=[C:25]([C:24]([F:32])([F:33])[F:23])[CH:26]=2)=[N:8][C:9]([NH:15][CH2:16][C:17]2[CH:22]=[CH:21][CH:20]=[CH:19][N:18]=2)=[N:10][C:11]=1[CH3:14].